This data is from NCI-60 drug combinations with 297,098 pairs across 59 cell lines. The task is: Regression. Given two drug SMILES strings and cell line genomic features, predict the synergy score measuring deviation from expected non-interaction effect. (1) Drug 1: C1=CC(=C2C(=C1NCCNCCO)C(=O)C3=C(C=CC(=C3C2=O)O)O)NCCNCCO. Drug 2: CCCCC(=O)OCC(=O)C1(CC(C2=C(C1)C(=C3C(=C2O)C(=O)C4=C(C3=O)C=CC=C4OC)O)OC5CC(C(C(O5)C)O)NC(=O)C(F)(F)F)O. Cell line: HL-60(TB). Synergy scores: CSS=28.5, Synergy_ZIP=-3.41, Synergy_Bliss=-8.17, Synergy_Loewe=-20.9, Synergy_HSA=-6.78. (2) Drug 1: CC1OCC2C(O1)C(C(C(O2)OC3C4COC(=O)C4C(C5=CC6=C(C=C35)OCO6)C7=CC(=C(C(=C7)OC)O)OC)O)O. Drug 2: CS(=O)(=O)OCCCCOS(=O)(=O)C. Cell line: OVCAR-8. Synergy scores: CSS=29.5, Synergy_ZIP=-4.03, Synergy_Bliss=0.245, Synergy_Loewe=-13.2, Synergy_HSA=2.16. (3) Drug 1: CC1=C(C(CCC1)(C)C)C=CC(=CC=CC(=CC(=O)O)C)C. Drug 2: CC1=C2C(C(=O)C3(C(CC4C(C3C(C(C2(C)C)(CC1OC(=O)C(C(C5=CC=CC=C5)NC(=O)C6=CC=CC=C6)O)O)OC(=O)C7=CC=CC=C7)(CO4)OC(=O)C)O)C)OC(=O)C. Cell line: U251. Synergy scores: CSS=55.5, Synergy_ZIP=20.2, Synergy_Bliss=14.9, Synergy_Loewe=-28.2, Synergy_HSA=14.9.